Predict which catalyst facilitates the given reaction. From a dataset of Catalyst prediction with 721,799 reactions and 888 catalyst types from USPTO. Reactant: [NH:1]1[CH2:6][CH2:5][NH:4][CH2:3][C:2]1=[O:7].C(N(CC)CC)C.[CH3:15][C:16]1[CH:24]=[CH:23][C:19]([C:20](Cl)=[O:21])=[C:18]([C:25]([F:28])([F:27])[F:26])[CH:17]=1. Product: [CH3:15][C:16]1[CH:24]=[CH:23][C:19]([C:20]([N:4]2[CH2:5][CH2:6][NH:1][C:2](=[O:7])[CH2:3]2)=[O:21])=[C:18]([C:25]([F:26])([F:27])[F:28])[CH:17]=1. The catalyst class is: 4.